Predict the product of the given reaction. From a dataset of Forward reaction prediction with 1.9M reactions from USPTO patents (1976-2016). Given the reactants Cl[CH2:2][C:3]([NH:5][C:6]1[CH:16]=[CH:15][C:9]2[NH:10][C:11](=[O:14])[CH2:12][O:13][C:8]=2[CH:7]=1)=[O:4].[CH2:17]([O:24][CH:25]1[CH2:30][CH2:29][NH:28][CH2:27][CH2:26]1)[C:18]1[CH:23]=[CH:22][CH:21]=[CH:20][CH:19]=1, predict the reaction product. The product is: [CH2:17]([O:24][CH:25]1[CH2:30][CH2:29][N:28]([CH2:2][C:3]([NH:5][C:6]2[CH:16]=[CH:15][C:9]3[NH:10][C:11](=[O:14])[CH2:12][O:13][C:8]=3[CH:7]=2)=[O:4])[CH2:27][CH2:26]1)[C:18]1[CH:19]=[CH:20][CH:21]=[CH:22][CH:23]=1.